From a dataset of Peptide-MHC class I binding affinity with 185,985 pairs from IEDB/IMGT. Regression. Given a peptide amino acid sequence and an MHC pseudo amino acid sequence, predict their binding affinity value. This is MHC class I binding data. (1) The peptide sequence is KLWIWIGSQ. The MHC is HLA-B57:01 with pseudo-sequence HLA-B57:01. The binding affinity (normalized) is 0.0847. (2) The peptide sequence is MMNLPDVGKF. The MHC is Mamu-B17 with pseudo-sequence Mamu-B17. The binding affinity (normalized) is 0.459. (3) The peptide sequence is WTDLFDNKV. The MHC is HLA-A80:01 with pseudo-sequence HLA-A80:01. The binding affinity (normalized) is 0.0847. (4) The peptide sequence is LPVWLAYRVA. The MHC is HLA-B51:01 with pseudo-sequence HLA-B51:01. The binding affinity (normalized) is 0.213. (5) The peptide sequence is NLEPGTFDL. The MHC is HLA-B08:02 with pseudo-sequence HLA-B08:02. The binding affinity (normalized) is 0.0847.